Task: Predict the reactants needed to synthesize the given product.. Dataset: Full USPTO retrosynthesis dataset with 1.9M reactions from patents (1976-2016) (1) The reactants are: [F:1][C:2]1[CH:7]=[CH:6][C:5]([C:8]2[C:16]3[C:11](=[CH:12][CH:13]=C(C#N)[CH:15]=3)[NH:10][N:9]=2)=[CH:4][CH:3]=1.S(=O)(=O)(O)O.[C:24]([OH:27])(=[O:26])[CH3:25]. Given the product [F:1][C:2]1[CH:3]=[CH:4][C:5]([C:8]2[C:16]3[C:11](=[CH:12][CH:13]=[C:25]([C:24]([OH:27])=[O:26])[CH:15]=3)[NH:10][N:9]=2)=[CH:6][CH:7]=1, predict the reactants needed to synthesize it. (2) The reactants are: [Cl:1][C:2]1[CH:7]=[CH:6][CH:5]=[CH:4][C:3]=1[C:8]1[CH:17]=[C:16]([S:18](Cl)(=[O:20])=[O:19])[CH:15]=[C:14]2[C:9]=1[CH2:10][N:11]([CH2:31][C:32]1[CH:37]=[CH:36][C:35]([O:38][CH3:39])=[CH:34][CH:33]=1)[C:12](=[O:30])[N:13]2[C:22]1[C:27]([Cl:28])=[CH:26][CH:25]=[CH:24][C:23]=1[Cl:29].[CH:40]([N:43]1[CH2:48][CH2:47][NH:46][CH2:45][CH2:44]1)([CH3:42])[CH3:41]. Given the product [Cl:1][C:2]1[CH:7]=[CH:6][CH:5]=[CH:4][C:3]=1[C:8]1[CH:17]=[C:16]([S:18]([N:46]2[CH2:47][CH2:48][N:43]([CH:40]([CH3:42])[CH3:41])[CH2:44][CH2:45]2)(=[O:20])=[O:19])[CH:15]=[C:14]2[C:9]=1[CH2:10][N:11]([CH2:31][C:32]1[CH:37]=[CH:36][C:35]([O:38][CH3:39])=[CH:34][CH:33]=1)[C:12](=[O:30])[N:13]2[C:22]1[C:27]([Cl:28])=[CH:26][CH:25]=[CH:24][C:23]=1[Cl:29], predict the reactants needed to synthesize it. (3) Given the product [C:30]([C@@H:27]1[CH2:28][CH2:29][C@H:24]([O:23][C:18]2[CH:19]=[C:20]3[C:15](=[CH:16][CH:17]=2)[CH:14]=[C:13]([CH2:12][N:9]2[CH2:8][CH2:7][CH:6]([C:4]([OH:5])=[O:3])[CH2:11][CH2:10]2)[CH:22]=[CH:21]3)[CH2:25][CH2:26]1)([CH2:31][CH3:32])([CH3:33])[CH3:34], predict the reactants needed to synthesize it. The reactants are: C([O:3][C:4]([CH:6]1[CH2:11][CH2:10][N:9]([CH2:12][C:13]2[CH:22]=[CH:21][C:20]3[C:15](=[CH:16][CH:17]=[C:18]([O:23][C@H:24]4[CH2:29][CH2:28][C@@H:27]([C:30]([CH3:34])([CH3:33])[CH2:31][CH3:32])[CH2:26][CH2:25]4)[CH:19]=3)[CH:14]=2)[CH2:8][CH2:7]1)=[O:5])C.[OH-].[Li+].O1CCCC1.O.